Predict the product of the given reaction. From a dataset of Forward reaction prediction with 1.9M reactions from USPTO patents (1976-2016). (1) The product is: [O:14]=[C:13]1[NH:12][C:11]([C:15]2[CH:20]=[CH:19][C:18]([C:21]([F:24])([F:23])[F:22])=[CH:17][CH:16]=2)=[CH:10][N:9]2[C:5]([C:3]([NH2:4])=[NH:2])=[CH:6][CH:7]=[C:8]12. Given the reactants O[NH:2][C:3]([C:5]1[N:9]2[CH:10]=[C:11]([C:15]3[CH:20]=[CH:19][C:18]([C:21]([F:24])([F:23])[F:22])=[CH:17][CH:16]=3)[NH:12][C:13](=[O:14])[C:8]2=[CH:7][CH:6]=1)=[NH:4].C(O)(=O)C.C([O-])=O.[NH4+], predict the reaction product. (2) Given the reactants [O:1]=[CH:2][C@@H:3]([C@H:5]([C@@H:7]([C@@H:9]([CH2:11][OH:12])[OH:10])[OH:8])[OH:6])[OH:4].[OH2:13], predict the reaction product. The product is: [O:13]=[O:1].[O:1]=[CH:2][C@@H:3]([C@H:5]([C@@H:7]([C@@H:9]([CH2:11][OH:12])[OH:10])[OH:8])[OH:6])[OH:4].[O:1]=[CH:2][C@@H:3]([C@H:5]([C@@H:7]([C@@H:9]([CH2:11][OH:12])[OH:10])[OH:8])[OH:6])[OH:4]. (3) The product is: [CH3:1][C:2]1[N:7]=[C:6]([C:8]2[CH:13]=[CH:12][CH:11]=[C:10]([C:14]3[CH:15]=[C:16]([S:20]([N:38]4[CH2:39][CH:36]([OH:35])[CH2:37]4)(=[O:22])=[O:21])[CH:17]=[CH:18][CH:19]=3)[N:9]=2)[CH:5]=[C:4]([C:24]2[CH:29]=[CH:28][C:27]([C:30]([F:33])([F:32])[F:31])=[CH:26][CH:25]=2)[CH:3]=1. Given the reactants [CH3:1][C:2]1[N:7]=[C:6]([C:8]2[CH:13]=[CH:12][CH:11]=[C:10]([C:14]3[CH:15]=[C:16]([S:20](Cl)(=[O:22])=[O:21])[CH:17]=[CH:18][CH:19]=3)[N:9]=2)[CH:5]=[C:4]([C:24]2[CH:29]=[CH:28][C:27]([C:30]([F:33])([F:32])[F:31])=[CH:26][CH:25]=2)[CH:3]=1.Cl.[OH:35][CH:36]1[CH2:39][NH:38][CH2:37]1.C(N(CC)CC)C, predict the reaction product. (4) Given the reactants [N:1]1([C:7]([O:9][C:10]([CH3:13])([CH3:12])[CH3:11])=[O:8])[CH2:6][CH2:5][NH:4][CH2:3][CH2:2]1.[F:14][C:15]1[CH:20]=[CH:19][C:18]([C:21]2[S:22][CH:23]=[C:24]([CH:26]=O)[N:25]=2)=[CH:17][CH:16]=1.C(O[BH-](OC(=O)C)OC(=O)C)(=O)C.[Na+], predict the reaction product. The product is: [F:14][C:15]1[CH:16]=[CH:17][C:18]([C:21]2[S:22][CH:23]=[C:24]([CH2:26][N:4]3[CH2:5][CH2:6][N:1]([C:7]([O:9][C:10]([CH3:13])([CH3:12])[CH3:11])=[O:8])[CH2:2][CH2:3]3)[N:25]=2)=[CH:19][CH:20]=1. (5) Given the reactants [OH:1][N:2]=[C:3]([C:5]1[CH:13]=[CH:12][C:11]2[N:10]3[CH2:14][CH2:15][CH:16]([CH2:17][C:18]([O:20]C(C)(C)C)=[O:19])[C:9]3=[CH:8][C:7]=2[CH:6]=1)[NH2:4].[CH3:25][C:26]1[CH:34]=[CH:33][C:29]([C:30](O)=O)=[CH:28][N:27]=1, predict the reaction product. The product is: [CH3:25][C:26]1[N:27]=[CH:28][C:29]([C:30]2[O:1][N:2]=[C:3]([C:5]3[CH:13]=[CH:12][C:11]4[N:10]5[CH2:14][CH2:15][CH:16]([CH2:17][C:18]([OH:20])=[O:19])[C:9]5=[CH:8][C:7]=4[CH:6]=3)[N:4]=2)=[CH:33][CH:34]=1. (6) Given the reactants [H-].[Na+].[Cl:3][C:4]1[N:12]=[C:11]2[C:7]([NH:8][C:9](=[O:19])[N:10]2[CH:13]2[CH2:18][CH2:17][CH2:16][CH2:15][CH2:14]2)=[CH:6][N:5]=1.Cl[CH2:21][C:22]([N:24]([CH3:26])[CH3:25])=[O:23], predict the reaction product. The product is: [Cl:3][C:4]1[N:12]=[C:11]2[C:7]([N:8]([CH2:21][C:22]([N:24]([CH3:26])[CH3:25])=[O:23])[C:9](=[O:19])[N:10]2[CH:13]2[CH2:18][CH2:17][CH2:16][CH2:15][CH2:14]2)=[CH:6][N:5]=1. (7) Given the reactants [N:1]1[CH:6]=[C:5]([C:7]([NH:9][C:10]2([C:13]([OH:15])=O)[CH2:12][CH2:11]2)=[O:8])[CH:4]=[N:3][CH:2]=1.CN(C(ON1N=NC2C=CC=CC1=2)=[N+](C)C)C.[B-](F)(F)(F)F.CN1CCOCC1.[NH2:45][CH2:46][C:47]1[N:52]=[CH:51][C:50]([NH:53][C:54]2[CH:63]=[CH:62][C:57]([C:58]([O:60][CH3:61])=[O:59])=[CH:56][C:55]=2[C:64]([F:67])([F:66])[F:65])=[CH:49][CH:48]=1, predict the reaction product. The product is: [N:3]1[CH:4]=[C:5]([C:7]([NH:9][C:10]2([C:13]([NH:45][CH2:46][C:47]3[N:52]=[CH:51][C:50]([NH:53][C:54]4[CH:63]=[CH:62][C:57]([C:58]([O:60][CH3:61])=[O:59])=[CH:56][C:55]=4[C:64]([F:67])([F:65])[F:66])=[CH:49][CH:48]=3)=[O:15])[CH2:11][CH2:12]2)=[O:8])[CH:6]=[N:1][CH:2]=1. (8) The product is: [ClH:36].[ClH:39].[Cl:36][C:31]1[C:30]([CH3:37])=[N:29][C:28]2[N:33]([N:34]=[C:26]3[CH2:25][N:24]([C:22]([C:16]4[CH:17]=[CH:18][C:19]([F:21])=[CH:20][C:15]=4[CH2:14][N:11]4[CH2:10][CH2:9][NH:8][CH2:13][CH2:12]4)=[O:23])[CH2:38][C:27]3=2)[C:32]=1[CH3:35]. Given the reactants C(OC([N:8]1[CH2:13][CH2:12][N:11]([CH2:14][C:15]2[CH:20]=[C:19]([F:21])[CH:18]=[CH:17][C:16]=2[C:22]([N:24]2[CH2:38][C:27]3=[C:28]4[N:33]([N:34]=[C:26]3[CH2:25]2)[C:32]([CH3:35])=[C:31]([Cl:36])[C:30]([CH3:37])=[N:29]4)=[O:23])[CH2:10][CH2:9]1)=O)(C)(C)C.[ClH:39].O1CCOCC1, predict the reaction product. (9) Given the reactants [CH3:1][CH:2]1[N:7]([CH2:8][CH2:9][N:10]2C(=O)C3C(=CC=CC=3)C2=O)[CH:6]([CH3:21])[CH2:5][O:4][CH2:3]1.O.NN, predict the reaction product. The product is: [CH3:21][CH:6]1[N:7]([CH2:8][CH2:9][NH2:10])[CH:2]([CH3:1])[CH2:3][O:4][CH2:5]1.